This data is from Reaction yield outcomes from USPTO patents with 853,638 reactions. The task is: Predict the reaction yield, written as a fraction of the theoretical maximum amount of product (1.0 means a 100% yield; for example, 0.34 means a 34% yield). (1) The reactants are [CH3:1][O:2][C:3]1[C:8]2[N:9]=[C:10]([NH:12][C:13]([N:15]3[CH2:20][CH2:19][CH:18]([CH2:21][OH:22])[CH2:17][CH2:16]3)=[O:14])[S:11][C:7]=2[C:6]([N:23]2[CH2:28][CH2:27][O:26][CH2:25][CH2:24]2)=[CH:5][CH:4]=1.C(N(C(C)C)C(C)C)C.[CH3:38][S:39](Cl)(=[O:41])=[O:40]. The catalyst is C(Cl)Cl. The product is [CH3:1][O:2][C:3]1[C:8]2[N:9]=[C:10]([NH:12][C:13]([N:15]3[CH2:20][CH2:19][CH:18]([CH2:21][O:22][S:39]([CH3:38])(=[O:41])=[O:40])[CH2:17][CH2:16]3)=[O:14])[S:11][C:7]=2[C:6]([N:23]2[CH2:28][CH2:27][O:26][CH2:25][CH2:24]2)=[CH:5][CH:4]=1. The yield is 0.340. (2) The reactants are C[O:2][C:3]1[C:4]2[C:5]3[N:16]=[CH:15][S:14][C:6]=3[NH:7][C:8](=[O:13])[C:9]=2[CH:10]=[CH:11][CH:12]=1.B(Br)(Br)Br. The catalyst is C(Cl)Cl. The product is [OH:2][C:3]1[C:4]2[C:5]3[N:16]=[CH:15][S:14][C:6]=3[NH:7][C:8](=[O:13])[C:9]=2[CH:10]=[CH:11][CH:12]=1. The yield is 0.900. (3) The reactants are [CH3:1][O:2][C:3](=[O:14])[C:4]1[CH:9]=[C:8]([C:10](=[S:12])[NH2:11])[CH:7]=[CH:6][C:5]=1[Br:13].Br[CH2:16][C:17]([C:19]1[CH:24]=[CH:23][C:22]([Cl:25])=[C:21]([Cl:26])[CH:20]=1)=O. The catalyst is CCO. The product is [CH3:1][O:2][C:3](=[O:14])[C:4]1[CH:9]=[C:8]([C:10]2[S:12][CH:16]=[C:17]([C:19]3[CH:24]=[CH:23][C:22]([Cl:25])=[C:21]([Cl:26])[CH:20]=3)[N:11]=2)[CH:7]=[CH:6][C:5]=1[Br:13]. The yield is 0.820.